This data is from Forward reaction prediction with 1.9M reactions from USPTO patents (1976-2016). The task is: Predict the product of the given reaction. (1) The product is: [Si:32]([O:39][CH2:40][CH2:41][N:42]([CH:43]1[CH2:48][CH2:47][O:46][CH2:45][CH2:44]1)[C:29]([C:10]1[C:9]([O:8][CH2:1][C:2]2[CH:3]=[CH:4][CH:5]=[CH:6][CH:7]=2)=[C:14]([OH:15])[N:13]=[C:12]([CH2:16][C:17]2([C:22]3[CH:27]=[CH:26][C:25]([Cl:28])=[CH:24][CH:23]=3)[CH2:21][CH2:20][CH2:19][CH2:18]2)[N:11]=1)=[O:31])([C:35]([CH3:38])([CH3:37])[CH3:36])([CH3:34])[CH3:33]. Given the reactants [CH2:1]([O:8][C:9]1[C:10]([C:29]([OH:31])=O)=[N:11][C:12]([CH2:16][C:17]2([C:22]3[CH:27]=[CH:26][C:25]([Cl:28])=[CH:24][CH:23]=3)[CH2:21][CH2:20][CH2:19][CH2:18]2)=[N:13][C:14]=1[OH:15])[C:2]1[CH:7]=[CH:6][CH:5]=[CH:4][CH:3]=1.[Si:32]([O:39][CH2:40][CH2:41][NH:42][CH:43]1[CH2:48][CH2:47][O:46][CH2:45][CH2:44]1)([C:35]([CH3:38])([CH3:37])[CH3:36])([CH3:34])[CH3:33].CN(C(ON1N=NC2C=CC=NC1=2)=[N+](C)C)C.F[P-](F)(F)(F)(F)F.C(N(CC)C(C)C)(C)C, predict the reaction product. (2) Given the reactants [O:1]=[C:2]([N:6]1[CH2:10][CH2:9][C@@H:8]([NH:11][C:12]2[C:20]3[C:15](=[N:16][CH:17]=[CH:18][C:19]=3[O:21][C:22]3[CH:27]=[CH:26][C:25]([O:28][C:29]4[CH:34]=[CH:33][CH:32]=[CH:31][CH:30]=4)=[CH:24][CH:23]=3)[NH:14][N:13]=2)[CH2:7]1)[CH2:3][C:4]#[N:5].[N:35]1[CH:40]=[CH:39][CH:38]=[CH:37][C:36]=1[CH:41]=O, predict the reaction product. The product is: [O:28]([C:25]1[CH:26]=[CH:27][C:22]([O:21][C:19]2[CH:18]=[CH:17][N:16]=[C:15]3[NH:14][N:13]=[C:12]([NH:11][C@@H:8]4[CH2:9][CH2:10][N:6]([C:2](/[C:3](=[CH:41]/[C:36]5[CH:37]=[CH:38][CH:39]=[CH:40][N:35]=5)/[C:4]#[N:5])=[O:1])[CH2:7]4)[C:20]=23)=[CH:23][CH:24]=1)[C:29]1[CH:34]=[CH:33][CH:32]=[CH:31][CH:30]=1. (3) Given the reactants I[C:2]1[C:6]2[CH2:7][N:8]([C:11]([O:13][C:14]([CH3:17])([CH3:16])[CH3:15])=[O:12])[CH2:9][CH2:10][C:5]=2[N:4](C(OCC)=O)[N:3]=1.[N:23]1[CH:24]=[CH:25][N:26]2[CH:31]=[C:30](B(O)O)[CH:29]=[CH:28][C:27]=12.C(O)C.C(=O)([O-])[O-].[Na+].[Na+], predict the reaction product. The product is: [N:23]1[CH:24]=[CH:25][N:26]2[CH:31]=[C:30]([C:2]3[C:6]4[CH2:7][N:8]([C:11]([O:13][C:14]([CH3:15])([CH3:16])[CH3:17])=[O:12])[CH2:9][CH2:10][C:5]=4[NH:4][N:3]=3)[CH:29]=[CH:28][C:27]=12. (4) Given the reactants [F:1][C:2]([F:13])([F:12])[C:3]1[C:8]2[CH:9]=[CH:10][S:11][C:7]=2[CH:6]=[CH:5][CH:4]=1.[CH3:14][O:15]C(Cl)Cl.C([O-])(O)=O.[Na+], predict the reaction product. The product is: [F:13][C:2]([F:1])([F:12])[C:3]1[C:8]2[C:9]([CH:14]=[O:15])=[CH:10][S:11][C:7]=2[CH:6]=[CH:5][CH:4]=1. (5) Given the reactants C([O:4][CH2:5][C:6]([CH3:46])([CH3:45])[CH2:7][N:8]1[C:14]2[CH:15]=[CH:16][C:17]([Cl:19])=[CH:18][C:13]=2[C@@H:12]([C:20]2[CH:25]=[CH:24][CH:23]=[C:22]([O:26][CH3:27])[C:21]=2[O:28][CH3:29])[O:11][C@H:10]([CH2:30][C:31]2[S:32][C:33]([CH:36]([OH:43])[CH2:37][C:38]([O:40]CC)=[O:39])=[CH:34][N:35]=2)[C:9]1=[O:44])(=O)C.[OH-].[Na+].C(O)C.Cl, predict the reaction product. The product is: [Cl:19][C:17]1[CH:16]=[CH:15][C:14]2[N:8]([CH2:7][C:6]([CH3:46])([CH3:45])[CH2:5][OH:4])[C:9](=[O:44])[C@@H:10]([CH2:30][C:31]3[S:32][C:33]([CH:36]([OH:43])[CH2:37][C:38]([OH:40])=[O:39])=[CH:34][N:35]=3)[O:11][C@H:12]([C:20]3[CH:25]=[CH:24][CH:23]=[C:22]([O:26][CH3:27])[C:21]=3[O:28][CH3:29])[C:13]=2[CH:18]=1.